Dataset: Forward reaction prediction with 1.9M reactions from USPTO patents (1976-2016). Task: Predict the product of the given reaction. (1) Given the reactants [CH:1]1([C:7]2[C:16]3[C:11](=[CH:12][CH:13]=[CH:14][CH:15]=3)[N:10]=[C:9]([NH:17][C:18]3[CH:26]=[CH:25][C:21]([C:22](O)=[O:23])=[CH:20][CH:19]=3)[N:8]=2)[CH2:6][CH2:5][CH2:4][CH2:3][CH2:2]1.CN(C(ON1N=NC2C=CC=NC1=2)=[N+](C)C)C.F[P-](F)(F)(F)(F)F.CCN(C(C)C)C(C)C.[CH3:60][C:61]1[CH:67]=[CH:66][CH:65]=[C:64]([CH3:68])[C:62]=1[NH2:63], predict the reaction product. The product is: [CH:1]1([C:7]2[C:16]3[C:11](=[CH:12][CH:13]=[CH:14][CH:15]=3)[N:10]=[C:9]([NH:17][C:18]3[CH:19]=[CH:20][C:21]([C:22]([NH:63][C:62]4[C:64]([CH3:68])=[CH:65][CH:66]=[CH:67][C:61]=4[CH3:60])=[O:23])=[CH:25][CH:26]=3)[N:8]=2)[CH2:2][CH2:3][CH2:4][CH2:5][CH2:6]1. (2) The product is: [CH3:1][O:2][C:3]1[CH:11]=[C:10]2[C:6]([C:7]([CH2:18][C:19]3[N:24]=[C:23]([C:25]([NH2:29])=[O:27])[CH:22]=[CH:21][CH:20]=3)=[C:8]([C:12]3[CH:17]=[N:16][CH:15]=[N:14][CH:13]=3)[NH:9]2)=[CH:5][CH:4]=1. Given the reactants [CH3:1][O:2][C:3]1[CH:11]=[C:10]2[C:6]([C:7]([CH2:18][C:19]3[N:24]=[C:23]([C:25]([O:27]C)=O)[CH:22]=[CH:21][CH:20]=3)=[C:8]([C:12]3[CH:13]=[N:14][CH:15]=[N:16][CH:17]=3)[NH:9]2)=[CH:5][CH:4]=1.[NH3:29], predict the reaction product.